From a dataset of Reaction yield outcomes from USPTO patents with 853,638 reactions. Predict the reaction yield, written as a fraction of the theoretical maximum amount of product (1.0 means a 100% yield; for example, 0.34 means a 34% yield). (1) The reactants are [Cl:1][C:2]1[N:10]=[C:9](N)[N:8]=[C:7]2[C:3]=1[N:4]=[CH:5][N:6]2[CH:12]([CH3:14])[CH3:13].II.N(OCCC(C)C)=O.C(I)[I:26]. The catalyst is C1COCC1.[Cu]I. The product is [Cl:1][C:2]1[N:10]=[C:9]([I:26])[N:8]=[C:7]2[C:3]=1[N:4]=[CH:5][N:6]2[CH:12]([CH3:14])[CH3:13]. The yield is 0.540. (2) The reactants are [Cl:1][C:2]1[CH:3]=[CH:4][C:5]([CH2:8][O:9][C:10]2[CH:15]=[CH:14][N:13]([C:16]3[CH:17]=[N:18][C:19]([N:22]4[CH2:30][CH2:29][CH2:28][CH:27]5[CH:23]4[CH2:24][CH2:25][N:26]5C(OC(C)(C)C)=O)=[CH:20][CH:21]=3)[C:12](=[O:38])[CH:11]=2)=[N:6][CH:7]=1. The catalyst is Cl.CO. The product is [Cl:1][C:2]1[CH:3]=[CH:4][C:5]([CH2:8][O:9][C:10]2[CH:15]=[CH:14][N:13]([C:16]3[CH:17]=[N:18][C:19]([N:22]4[CH2:30][CH2:29][CH2:28][CH:27]5[CH:23]4[CH2:24][CH2:25][NH:26]5)=[CH:20][CH:21]=3)[C:12](=[O:38])[CH:11]=2)=[N:6][CH:7]=1. The yield is 1.00. (3) The reactants are [CH:1]1([C:4](=O)[CH2:5][C:6]#[N:7])[CH2:3][CH2:2]1.[CH3:9][NH:10][NH2:11]. The catalyst is CC(O)=O. The product is [CH:1]1([C:4]2[CH:5]=[C:6]([NH2:7])[N:10]([CH3:9])[N:11]=2)[CH2:3][CH2:2]1. The yield is 1.00. (4) The reactants are [CH3:1][C:2]1[N:3]=[C:4]([S:14][CH3:15])[NH:5][C:6](=O)[C:7]=1[C:8]([O:10][CH2:11][CH3:12])=[O:9].P(Cl)(Cl)([Cl:18])=O. No catalyst specified. The product is [Cl:18][C:6]1[C:7]([C:8]([O:10][CH2:11][CH3:12])=[O:9])=[C:2]([CH3:1])[N:3]=[C:4]([S:14][CH3:15])[N:5]=1. The yield is 0.870. (5) The reactants are [NH3:1].[CH3:2][N:3]([CH:11]1[CH2:16][CH2:15][CH:14]([O:17][C:18]2[C:29]3[C:28]4[C@@H:27]([CH2:30][CH:31]=O)[CH2:26][CH2:25][C:24]=4[S:23][C:22]=3[N:21]=[CH:20][N:19]=2)[CH2:13][CH2:12]1)[C:4](=[O:10])[O:5][C:6]([CH3:9])([CH3:8])[CH3:7].[C-:33]#[N:34].[Na+].[NH4+].[Cl-]. The catalyst is CO. The product is [NH2:1][CH:31]([C:33]#[N:34])[CH2:30][C@H:27]1[CH2:26][CH2:25][C:24]2[S:23][C:22]3[N:21]=[CH:20][N:19]=[C:18]([O:17][CH:14]4[CH2:15][CH2:16][CH:11]([N:3]([CH3:2])[C:4](=[O:10])[O:5][C:6]([CH3:9])([CH3:7])[CH3:8])[CH2:12][CH2:13]4)[C:29]=3[C:28]1=2. The yield is 0.810.